Dataset: Peptide-MHC class II binding affinity with 134,281 pairs from IEDB. Task: Regression. Given a peptide amino acid sequence and an MHC pseudo amino acid sequence, predict their binding affinity value. This is MHC class II binding data. (1) The peptide sequence is DSCQDAIESLRKSGL. The MHC is DRB1_0101 with pseudo-sequence DRB1_0101. The binding affinity (normalized) is 0.248. (2) The peptide sequence is KPPFSGMTGCGNTPI. The MHC is HLA-DQA10104-DQB10503 with pseudo-sequence HLA-DQA10104-DQB10503. The binding affinity (normalized) is 0. (3) The peptide sequence is GELQIKDKIDAAFKI. The MHC is DRB3_0202 with pseudo-sequence DRB3_0202. The binding affinity (normalized) is 0.153.